From a dataset of Forward reaction prediction with 1.9M reactions from USPTO patents (1976-2016). Predict the product of the given reaction. (1) The product is: [C:1]([O:5][C:6]([N:7]1[C:8]2[C:9](=[N:10][CH:11]=[CH:12][CH:13]=2)[C:16]([CH3:17])=[CH:15]1)=[O:18])([CH3:4])([CH3:3])[CH3:2].[C:1]([O:5][C:6]([N:7]1[C:8]2[C:9](=[N:10][CH:11]=[CH:12][CH:13]=2)[C:16](=[CH2:17])[CH2:15]1)=[O:18])([CH3:4])([CH3:3])[CH3:2]. Given the reactants [C:1]([O:5][C:6](=[O:18])[N:7]([CH2:15][CH:16]=[CH2:17])[C:8]1[C:9](Cl)=[N:10][CH:11]=[CH:12][CH:13]=1)([CH3:4])([CH3:3])[CH3:2].C(=O)([O-])[O-].[K+].[K+], predict the reaction product. (2) Given the reactants [Br:1][C:2]1[CH:3]=[C:4]([CH3:9])[C:5]([NH2:8])=[N:6][CH:7]=1.C(N(CC)CC)C.[F:17][C:18]1[CH:26]=[CH:25][C:21]([C:22](Cl)=[O:23])=[CH:20][CH:19]=1, predict the reaction product. The product is: [Br:1][C:2]1[CH:3]=[C:4]([CH3:9])[C:5]([NH:8][C:22](=[O:23])[C:21]2[CH:25]=[CH:26][C:18]([F:17])=[CH:19][CH:20]=2)=[N:6][CH:7]=1. (3) Given the reactants [F:1][C:2]1[CH:3]=[C:4]([CH:50]=[CH:51][CH:52]=1)[CH2:5][N:6]1[CH:10]=[C:9]([C:11]2[C:19]3[C:14](=[N:15][CH:16]=[C:17]([C:20]4[CH:25]=[CH:24][C:23]([N:26]5[CH2:32][CH2:31][CH2:30][N:29](C(OC(C)(C)C)=O)[CH2:28][CH2:27]5)=[CH:22][CH:21]=4)[CH:18]=3)[N:13]([S:40]([C:43]3[CH:49]=[CH:48][C:46]([CH3:47])=[CH:45][CH:44]=3)(=[O:42])=[O:41])[CH:12]=2)[CH:8]=[N:7]1, predict the reaction product. The product is: [N:26]1([C:23]2[CH:24]=[CH:25][C:20]([C:17]3[CH:18]=[C:19]4[C:11]([C:9]5[CH:8]=[N:7][N:6]([CH2:5][C:4]6[CH:50]=[CH:51][CH:52]=[C:2]([F:1])[CH:3]=6)[CH:10]=5)=[CH:12][N:13]([S:40]([C:43]5[CH:44]=[CH:45][C:46]([CH3:47])=[CH:48][CH:49]=5)(=[O:42])=[O:41])[C:14]4=[N:15][CH:16]=3)=[CH:21][CH:22]=2)[CH2:32][CH2:31][CH2:30][NH:29][CH2:28][CH2:27]1. (4) Given the reactants [NH2:1][C:2]1[CH:7]=[CH:6][C:5]([C:8]2[C:9]([NH2:17])=[N:10][C:11]([NH2:16])=[N:12][C:13]=2[CH2:14][CH3:15])=[CH:4][CH:3]=1.[N:18]([O-])=O.[Na+].O.O.Cl[Sn]Cl, predict the reaction product. The product is: [CH2:14]([C:13]1[N:12]=[C:11]([NH2:16])[N:10]=[C:9]([NH2:17])[C:8]=1[C:5]1[CH:4]=[CH:3][C:2]([NH:1][NH2:18])=[CH:7][CH:6]=1)[CH3:15]. (5) The product is: [Cl:28][CH2:29][C@H:30]([C:32]1[CH:41]=[C:40]([Cl:42])[C:35]2[NH:36][C:37](=[O:39])[O:38][C:34]=2[CH:33]=1)[OH:31]. Given the reactants B1(C)OC(C2C=CC=CC=2)(C2C=CC=CC=2)[C@H]2N1CCC2.B.C1COCC1.[Cl:28][CH2:29][C:30]([C:32]1[CH:41]=[C:40]([Cl:42])[C:35]2[NH:36][C:37](=[O:39])[O:38][C:34]=2[CH:33]=1)=[O:31], predict the reaction product. (6) Given the reactants [NH2:1][C:2]1[CH:10]=[C:9]2[C:5]([C:6]([CH3:18])([CH3:17])[C:7](=[O:16])[N:8]2[CH2:11][CH2:12][CH2:13][CH2:14][CH3:15])=[CH:4][C:3]=1[NH:19][C:20](=O)/[CH:21]=[CH:22]/[C:23]1[CH:28]=[CH:27][CH:26]=[CH:25][C:24]=1[NH2:29].CC(O)C.Cl, predict the reaction product. The product is: [NH2:29][C:24]1[CH:25]=[CH:26][CH:27]=[CH:28][C:23]=1/[CH:22]=[CH:21]/[C:20]1[NH:19][C:3]2=[CH:4][C:5]3[C:6]([CH3:18])([CH3:17])[C:7](=[O:16])[N:8]([CH2:11][CH2:12][CH2:13][CH2:14][CH3:15])[C:9]=3[CH:10]=[C:2]2[N:1]=1. (7) Given the reactants [C@H:1]12[CH2:7][CH:4]([NH:5][CH2:6]1)[CH2:3][N:2]2[C:8]1[N:13]([CH3:14])[C:12](=[O:15])[CH:11]=[C:10]([C:16]2[CH:21]=[CH:20][N:19]=[CH:18][CH:17]=2)[N:9]=1.Br[C:23]1[CH:24]=[N:25][CH:26]=[CH:27][CH:28]=1.C(=O)([O-])[O-].[Cs+].[Cs+].C1(C2C3C(=CC=CC=3)C=CC=2)C2C(=CC=CC=2)C=CC=1, predict the reaction product. The product is: [CH3:14][N:13]1[C:12](=[O:15])[CH:11]=[C:10]([C:16]2[CH:21]=[CH:20][N:19]=[CH:18][CH:17]=2)[N:9]=[C:8]1[N:2]1[CH2:3][CH:4]2[CH2:7][C@H:1]1[CH2:6][N:5]2[C:23]1[CH:24]=[N:25][CH:26]=[CH:27][CH:28]=1.